Regression. Given a peptide amino acid sequence and an MHC pseudo amino acid sequence, predict their binding affinity value. This is MHC class II binding data. From a dataset of Peptide-MHC class II binding affinity with 134,281 pairs from IEDB. (1) The peptide sequence is SMSYSWTGALVTPCAAEEQK. The MHC is DRB1_1302 with pseudo-sequence DRB1_1302. The binding affinity (normalized) is 0.359. (2) The peptide sequence is LITAAAVTLWENGASSVW. The MHC is DRB1_0401 with pseudo-sequence DRB1_0401. The binding affinity (normalized) is 0.184. (3) The peptide sequence is VKDLKKIITRISAVS. The MHC is DRB5_0101 with pseudo-sequence DRB5_0101. The binding affinity (normalized) is 0.252. (4) The peptide sequence is KSRTLKSFFAWSLSD. The MHC is DRB1_1501 with pseudo-sequence DRB1_1501. The binding affinity (normalized) is 1.00. (5) The peptide sequence is EFQVVNPHLLRVLTE. The MHC is HLA-DQA10401-DQB10402 with pseudo-sequence HLA-DQA10401-DQB10402. The binding affinity (normalized) is 0.476. (6) The peptide sequence is ARGWAAHRARANESA. The MHC is DRB3_0301 with pseudo-sequence DRB3_0301. The binding affinity (normalized) is 0.440. (7) The peptide sequence is GPGSTGLNITGVTCG. The MHC is DRB1_1001 with pseudo-sequence DRB1_1001. The binding affinity (normalized) is 0.183. (8) The peptide sequence is VSDRCPLCKYPLPTK. The MHC is DRB1_0101 with pseudo-sequence DRB1_0101. The binding affinity (normalized) is 0.244.